From a dataset of Forward reaction prediction with 1.9M reactions from USPTO patents (1976-2016). Predict the product of the given reaction. (1) Given the reactants [NH2:1][CH:2]1[CH2:7][CH2:6][N:5]([CH2:8][C@@:9]2([OH:23])[C:13]3=[C:14]([F:22])[CH:15]=[N:16][C:17]4[CH:18]=[CH:19][C:20](=[O:21])[N:11]([C:12]=43)[CH2:10]2)[CH2:4][CH2:3]1.NC1CCN(C[C@]2(O)C3=C([F:45])C=NC4C=CC(=O)N(C=43)C2)CC1, predict the reaction product. The product is: [NH2:1][CH:2]1[CH2:3][CH2:4][N:5]([CH2:8][C@@:9]2([OH:23])[C:13]3=[C:14]([F:22])[CH:15]=[N:16][C:17]4[CH:18]=[C:19]([F:45])[C:20](=[O:21])[N:11]([C:12]=43)[CH2:10]2)[CH2:6][CH2:7]1. (2) Given the reactants [CH3:1][NH+:2]([CH2:9][CH2:10][CH2:11][CH2:12][CH2:13][CH2:14][CH2:15][CH2:16][CH2:17][CH2:18][CH2:19][CH3:20])[CH2:3][CH2:4][S:5]([O-:8])(=[O:7])=[O:6].CI.[C:23](=O)([O-])[O-].[K+].[K+], predict the reaction product. The product is: [CH3:1][N+:2]([CH2:9][CH2:10][CH2:11][CH2:12][CH2:13][CH2:14][CH2:15][CH2:16][CH2:17][CH2:18][CH2:19][CH3:20])([CH2:3][CH2:4][S:5]([O-:8])(=[O:7])=[O:6])[CH3:23]. (3) Given the reactants [NH2:1][N:2]1[CH:6]=[C:5]([C:7]2[CH:12]=[CH:11][C:10]([N+:13]([O-:15])=[O:14])=[CH:9][CH:8]=2)[C:4]([CH3:16])=[C:3]1[C:17]([O:19][CH2:20][CH3:21])=[O:18].C(N(CC)CC)C.Cl[C:30](Cl)([O:32]C(=O)OC(Cl)(Cl)Cl)Cl.[F:41][C:42]1[C:48]([O:49][CH3:50])=[CH:47][CH:46]=[CH:45][C:43]=1[NH2:44], predict the reaction product. The product is: [F:41][C:42]1[C:48]([O:49][CH3:50])=[CH:47][CH:46]=[CH:45][C:43]=1[NH:44][C:30](=[O:32])[NH:1][N:2]1[CH:6]=[C:5]([C:7]2[CH:8]=[CH:9][C:10]([N+:13]([O-:15])=[O:14])=[CH:11][CH:12]=2)[C:4]([CH3:16])=[C:3]1[C:17]([O:19][CH2:20][CH3:21])=[O:18]. (4) Given the reactants [C:1]([O:5][C:6]([NH:8][CH2:9][CH:10]([CH3:14])[C:11]([OH:13])=O)=[O:7])([CH3:4])([CH3:3])[CH3:2].[NH2:15][CH2:16][C:17]1[CH:24]=[CH:23][C:20]([C:21]#[N:22])=[CH:19][CH:18]=1.CN(C(ON1N=NC2C=CC=NC1=2)=[N+](C)C)C.F[P-](F)(F)(F)(F)F.O, predict the reaction product. The product is: [C:16]([C:17]1[CH:24]=[CH:23][C:20]([CH2:21][NH:22][C:11](=[O:13])[CH:10]([CH3:14])[CH2:9][NH:8][C:6](=[O:7])[O:5][C:1]([CH3:2])([CH3:3])[CH3:4])=[CH:19][CH:18]=1)#[N:15].